The task is: Regression. Given a peptide amino acid sequence and an MHC pseudo amino acid sequence, predict their binding affinity value. This is MHC class I binding data.. This data is from Peptide-MHC class I binding affinity with 185,985 pairs from IEDB/IMGT. The binding affinity (normalized) is 0. The MHC is HLA-A02:01 with pseudo-sequence HLA-A02:01. The peptide sequence is IVSHLRAST.